From a dataset of NCI-60 drug combinations with 297,098 pairs across 59 cell lines. Regression. Given two drug SMILES strings and cell line genomic features, predict the synergy score measuring deviation from expected non-interaction effect. (1) Drug 1: C1=CN(C=N1)CC(O)(P(=O)(O)O)P(=O)(O)O. Drug 2: CC1=C(C(=O)C2=C(C1=O)N3CC4C(C3(C2COC(=O)N)OC)N4)N. Cell line: A549. Synergy scores: CSS=25.9, Synergy_ZIP=0.186, Synergy_Bliss=0.0627, Synergy_Loewe=-18.5, Synergy_HSA=-2.85. (2) Drug 1: CC(C1=C(C=CC(=C1Cl)F)Cl)OC2=C(N=CC(=C2)C3=CN(N=C3)C4CCNCC4)N. Drug 2: CNC(=O)C1=NC=CC(=C1)OC2=CC=C(C=C2)NC(=O)NC3=CC(=C(C=C3)Cl)C(F)(F)F. Cell line: SK-OV-3. Synergy scores: CSS=8.79, Synergy_ZIP=-7.05, Synergy_Bliss=-7.84, Synergy_Loewe=-8.90, Synergy_HSA=-7.94. (3) Synergy scores: CSS=8.16, Synergy_ZIP=-0.271, Synergy_Bliss=1.75, Synergy_Loewe=-13.6, Synergy_HSA=-1.62. Cell line: SK-MEL-2. Drug 1: C1CCN(CC1)CCOC2=CC=C(C=C2)C(=O)C3=C(SC4=C3C=CC(=C4)O)C5=CC=C(C=C5)O. Drug 2: CC1=C(C(=O)C2=C(C1=O)N3CC4C(C3(C2COC(=O)N)OC)N4)N. (4) Drug 1: C1=CC(=C2C(=C1NCCNCCO)C(=O)C3=C(C=CC(=C3C2=O)O)O)NCCNCCO. Drug 2: CC12CCC3C(C1CCC2OP(=O)(O)O)CCC4=C3C=CC(=C4)OC(=O)N(CCCl)CCCl.[Na+]. Cell line: NCI-H322M. Synergy scores: CSS=16.7, Synergy_ZIP=-7.12, Synergy_Bliss=-5.39, Synergy_Loewe=-34.0, Synergy_HSA=-5.54. (5) Drug 1: C1C(C(OC1N2C=C(C(=O)NC2=O)F)CO)O. Drug 2: COCCOC1=C(C=C2C(=C1)C(=NC=N2)NC3=CC=CC(=C3)C#C)OCCOC.Cl. Cell line: COLO 205. Synergy scores: CSS=36.8, Synergy_ZIP=0.589, Synergy_Bliss=0.167, Synergy_Loewe=-13.9, Synergy_HSA=0.465. (6) Drug 2: CC1=C(C=C(C=C1)NC(=O)C2=CC=C(C=C2)CN3CCN(CC3)C)NC4=NC=CC(=N4)C5=CN=CC=C5. Drug 1: CCC1(CC2CC(C3=C(CCN(C2)C1)C4=CC=CC=C4N3)(C5=C(C=C6C(=C5)C78CCN9C7C(C=CC9)(C(C(C8N6C=O)(C(=O)OC)O)OC(=O)C)CC)OC)C(=O)OC)O.OS(=O)(=O)O. Cell line: SK-OV-3. Synergy scores: CSS=-1.11, Synergy_ZIP=-0.564, Synergy_Bliss=-0.558, Synergy_Loewe=-12.9, Synergy_HSA=-4.01. (7) Drug 1: C1CCN(CC1)CCOC2=CC=C(C=C2)C(=O)C3=C(SC4=C3C=CC(=C4)O)C5=CC=C(C=C5)O. Drug 2: CCCS(=O)(=O)NC1=C(C(=C(C=C1)F)C(=O)C2=CNC3=C2C=C(C=N3)C4=CC=C(C=C4)Cl)F. Cell line: SN12C. Synergy scores: CSS=4.62, Synergy_ZIP=-1.44, Synergy_Bliss=-2.33, Synergy_Loewe=-5.25, Synergy_HSA=-4.62.